From a dataset of Forward reaction prediction with 1.9M reactions from USPTO patents (1976-2016). Predict the product of the given reaction. Given the reactants Cl[CH:2]([CH3:15])[C:3]([NH:5][C@H:6]([C:12]([OH:14])=[O:13])[CH2:7][CH2:8][C:9](=[O:11])[NH2:10])=[O:4].[NH3:16], predict the reaction product. The product is: [NH2:5][C@H:6]([C:12]([OH:14])=[O:13])[CH2:7][CH2:8][C:9](=[O:11])[NH2:10].[NH2:16][C@H:2]([C:3]([NH:5][C@H:6]([C:12]([OH:14])=[O:13])[CH2:7][CH2:8][C:9](=[O:11])[NH2:10])=[O:4])[CH3:15].